Dataset: Reaction yield outcomes from USPTO patents with 853,638 reactions. Task: Predict the reaction yield, written as a fraction of the theoretical maximum amount of product (1.0 means a 100% yield; for example, 0.34 means a 34% yield). (1) The reactants are Br[C:2]1[C:6]([Br:7])=[C:5]([NH:8][C:9]([C@@H:11]2[CH2:13][C@H:12]2[CH3:14])=[O:10])[S:4][N:3]=1.[CH2:15]([O:17][C:18]1[CH:23]=[CH:22][C:21](B(O)O)=[CH:20][CH:19]=1)[CH3:16].CN(C=O)C.C(=O)([O-])[O-].[Na+].[Na+]. The catalyst is CCOC(C)=O.C1C=CC([P]([Pd]([P](C2C=CC=CC=2)(C2C=CC=CC=2)C2C=CC=CC=2)([P](C2C=CC=CC=2)(C2C=CC=CC=2)C2C=CC=CC=2)[P](C2C=CC=CC=2)(C2C=CC=CC=2)C2C=CC=CC=2)(C2C=CC=CC=2)C2C=CC=CC=2)=CC=1.C1(C)C=CC=CC=1. The product is [Br:7][C:6]1[C:2]([C:21]2[CH:22]=[CH:23][C:18]([O:17][CH2:15][CH3:16])=[CH:19][CH:20]=2)=[N:3][S:4][C:5]=1[NH:8][C:9]([C@@H:11]1[CH2:13][C@H:12]1[CH3:14])=[O:10]. The yield is 0.535. (2) The reactants are O[Li].O.C[O:5][C:6](=[O:28])[CH2:7][NH:8][C@@H:9]1[CH2:11][C@H:10]1[C:12]1[CH:17]=[CH:16][C:15]([O:18][CH2:19][C:20]2[CH:25]=[CH:24][C:23]([C:26]#[N:27])=[CH:22][CH:21]=2)=[CH:14][CH:13]=1.[C:29](O[C:29]([O:31][C:32]([CH3:35])([CH3:34])[CH3:33])=[O:30])([O:31][C:32]([CH3:35])([CH3:34])[CH3:33])=[O:30]. The catalyst is O.C1COCC1. The product is [C:32]([O:31][C:29]([N:8]([CH2:7][C:6]([OH:5])=[O:28])[C@@H:9]1[CH2:11][C@H:10]1[C:12]1[CH:13]=[CH:14][C:15]([O:18][CH2:19][C:20]2[CH:25]=[CH:24][C:23]([C:26]#[N:27])=[CH:22][CH:21]=2)=[CH:16][CH:17]=1)=[O:30])([CH3:35])([CH3:34])[CH3:33]. The yield is 0.640.